This data is from Forward reaction prediction with 1.9M reactions from USPTO patents (1976-2016). The task is: Predict the product of the given reaction. (1) Given the reactants [Cl:1][C:2]1[CH:3]=[C:4]([CH:7]=[C:8]([O:10][C:11]2[C:16]([Cl:17])=[CH:15][CH:14]=[C:13]([CH3:18])[C:12]=2[F:19])[CH:9]=1)[C:5]#[N:6].C1C(=O)N([Br:27])C(=O)C1, predict the reaction product. The product is: [Br:27][CH2:18][C:13]1[C:12]([F:19])=[C:11]([O:10][C:8]2[CH:7]=[C:4]([CH:3]=[C:2]([Cl:1])[CH:9]=2)[C:5]#[N:6])[C:16]([Cl:17])=[CH:15][CH:14]=1. (2) Given the reactants C[O-].[Na+].[CH3:4][C:5]1[NH:6][C:7]2[C:12]([CH:13]=1)=[C:11]([N+:14]([O-:16])=[O:15])[CH:10]=[CH:9][CH:8]=2.[Cl:17][C:18]1[CH:23]=[CH:22][C:21]([S:24][S:24][C:21]2[CH:22]=[CH:23][C:18]([Cl:17])=[CH:19][CH:20]=2)=[CH:20][CH:19]=1, predict the reaction product. The product is: [Cl:17][C:18]1[CH:23]=[CH:22][C:21]([S:24][C:13]2[C:12]3[C:7](=[CH:8][CH:9]=[CH:10][C:11]=3[N+:14]([O-:16])=[O:15])[NH:6][C:5]=2[CH3:4])=[CH:20][CH:19]=1. (3) Given the reactants Cl[C:2]1[N:7]=[C:6]([NH:8][C:9]2[CH:14]=[CH:13][CH:12]=[CH:11][C:10]=2[S:15]([N:18]([CH3:20])[CH3:19])(=[O:17])=[O:16])[C:5]([Cl:21])=[CH:4][N:3]=1.[CH3:22][N:23]([CH:31]1[CH2:36][CH2:35][N:34]([CH3:37])[CH2:33][CH2:32]1)[C:24]1[CH:29]=[CH:28][C:27]([NH2:30])=[CH:26][CH:25]=1, predict the reaction product. The product is: [Cl:21][C:5]1[C:6]([NH:8][C:9]2[CH:14]=[CH:13][CH:12]=[CH:11][C:10]=2[S:15]([N:18]([CH3:20])[CH3:19])(=[O:17])=[O:16])=[N:7][C:2]([NH:30][C:27]2[CH:26]=[CH:25][C:24]([N:23]([CH3:22])[CH:31]3[CH2:36][CH2:35][N:34]([CH3:37])[CH2:33][CH2:32]3)=[CH:29][CH:28]=2)=[N:3][CH:4]=1. (4) Given the reactants [F:1][C:2]1[CH:3]=[C:4]([C:24]2[CH:33]=[N:32][C:31]3[C:26](=[CH:27][C:28]([O:41][CH2:42]CCC([O-])=O)=[C:29]([O:34][CH2:35][CH2:36]CC([O-])=O)[CH:30]=3)[N:25]=2)[CH:5]=[CH:6][C:7]=1[CH2:8][C:9](=[O:23])[NH:10][C:11]1[CH:15]=[C:14]([C:16]2([C:19]([F:22])([F:21])[F:20])[CH2:18][CH2:17]2)[O:13][N:12]=1.[OH-:48].[Na+].C1C[O:53][CH2:52]C1, predict the reaction product. The product is: [OH:48][CH2:36][CH2:35][O:34][C:29]1[CH:30]=[C:31]2[C:26](=[CH:27][C:28]=1[O:41][CH2:42][CH2:52][OH:53])[N:25]=[C:24]([C:4]1[CH:5]=[CH:6][C:7]([CH2:8][C:9]([NH:10][C:11]3[CH:15]=[C:14]([C:16]4([C:19]([F:20])([F:21])[F:22])[CH2:18][CH2:17]4)[O:13][N:12]=3)=[O:23])=[C:2]([F:1])[CH:3]=1)[CH:33]=[N:32]2.